This data is from Reaction yield outcomes from USPTO patents with 853,638 reactions. The task is: Predict the reaction yield, written as a fraction of the theoretical maximum amount of product (1.0 means a 100% yield; for example, 0.34 means a 34% yield). The reactants are [NH:1]1[CH2:11][CH2:10][CH:4]([C:5]([O:7][CH2:8][CH3:9])=[O:6])[CH2:3][CH2:2]1.[CH2:12]([O:14][C:15]([N:17]1[CH2:23][CH2:22][CH2:21][C:20](=O)[CH2:19][CH2:18]1)=[O:16])[CH3:13].C(O)(=O)C. The catalyst is C(Cl)Cl.CC(C)[O-].[Ti+4].CC(C)[O-].CC(C)[O-].CC(C)[O-]. The product is [CH2:8]([O:7][C:5]([CH:4]1[CH2:3][CH2:2][N:1]([CH:20]2[CH2:21][CH2:22][CH2:23][N:17]([C:15]([O:14][CH2:12][CH3:13])=[O:16])[CH2:18][CH2:19]2)[CH2:11][CH2:10]1)=[O:6])[CH3:9]. The yield is 0.480.